From a dataset of Reaction yield outcomes from USPTO patents with 853,638 reactions. Predict the reaction yield, written as a fraction of the theoretical maximum amount of product (1.0 means a 100% yield; for example, 0.34 means a 34% yield). (1) The reactants are [C:1]([C:5]1[CH:26]=[CH:25][C:8]([CH:9]=[N:10][O:11][CH2:12][CH2:13][O:14][C:15]2[CH:23]=[CH:22][C:18]([C:19]([OH:21])=[O:20])=[C:17]([OH:24])[CH:16]=2)=[CH:7][CH:6]=1)([CH3:4])([CH3:3])[CH3:2].C1C=CC=CC=1.[C:33](OC(O[C:33]([CH3:36])([CH3:35])[CH3:34])N(C)C)([CH3:36])([CH3:35])[CH3:34]. The catalyst is [Cl-].[Na+].O. The product is [C:33]([O:20][C:19](=[O:21])[C:18]1[CH:22]=[CH:23][C:15]([O:14][CH2:13][CH2:12][O:11][N:10]=[CH:9][C:8]2[CH:7]=[CH:6][C:5]([C:1]([CH3:4])([CH3:2])[CH3:3])=[CH:26][CH:25]=2)=[CH:16][C:17]=1[OH:24])([CH3:36])([CH3:35])[CH3:34]. The yield is 0.860. (2) The reactants are Cl[C:2](Cl)(Cl)[CH:3]([OH:5])O.S([O-])([O-])(=O)=O.[Na+].[Na+].[NH2:15][C:16]1[C:17]([CH3:22])=[CH:18][CH:19]=[CH:20][CH:21]=1.Cl.[NH2:24][OH:25]. The catalyst is O. The product is [OH:25]/[N:24]=[CH:2]/[C:3]([NH:15][C:16]1[CH:21]=[CH:20][CH:19]=[CH:18][C:17]=1[CH3:22])=[O:5]. The yield is 0.690. (3) No catalyst specified. The product is [CH2:24]([NH:26][C:19](=[O:21])[C:18]1[CH:22]=[CH:23][C:15]([O:14][CH2:13][C:3]2[C:4]([C:7]3[CH:8]=[CH:9][CH:10]=[CH:11][CH:12]=3)=[N:5][O:6][C:2]=2[CH3:1])=[N:16][CH:17]=1)[CH3:25]. The reactants are [CH3:1][C:2]1[O:6][N:5]=[C:4]([C:7]2[CH:12]=[CH:11][CH:10]=[CH:9][CH:8]=2)[C:3]=1[CH2:13][O:14][C:15]1[CH:23]=[CH:22][C:18]([C:19]([OH:21])=O)=[CH:17][N:16]=1.[CH2:24]([NH2:26])[CH3:25]. The yield is 0.830.